This data is from Forward reaction prediction with 1.9M reactions from USPTO patents (1976-2016). The task is: Predict the product of the given reaction. (1) Given the reactants [Cl:1][C:2]1[CH:7]=[CH:6][CH:5]=[CH:4][C:3]=1[N:8]1[C:12]([C:13]2[CH:18]=[CH:17][C:16]([S:19]([CH3:22])(=[O:21])=[O:20])=[CH:15][N:14]=2)=[N:11][N:10]=[C:9]1/[CH:23]=[CH:24]/[C:25]([NH:27][NH:28][C:29](=[O:38])[C:30]1[CH:35]=[CH:34][C:33]([C:36]#[N:37])=[CH:32][CH:31]=1)=O.C1(P(C2C=CC=CC=2)C2C=CC=CC=2)C=CC=CC=1.C(Br)(Br)(Br)Br.C(N(CC)CC)C, predict the reaction product. The product is: [Cl:1][C:2]1[CH:7]=[CH:6][CH:5]=[CH:4][C:3]=1[N:8]1[C:12]([C:13]2[CH:18]=[CH:17][C:16]([S:19]([CH3:22])(=[O:21])=[O:20])=[CH:15][N:14]=2)=[N:11][N:10]=[C:9]1/[CH:23]=[CH:24]/[C:25]1[O:38][C:29]([C:30]2[CH:31]=[CH:32][C:33]([C:36]#[N:37])=[CH:34][CH:35]=2)=[N:28][N:27]=1. (2) The product is: [Cl:1][C:2]1[CH:3]=[C:4]2[C:8](=[CH:9][CH:10]=1)[N:7]([CH2:17][C:18]([NH2:20])=[O:19])[C:6](=[O:11])[C:5]2([F:13])[F:12]. Given the reactants [Cl:1][C:2]1[CH:3]=[C:4]2[C:8](=[CH:9][CH:10]=1)[NH:7][C:6](=[O:11])[C:5]2([F:13])[F:12].[H-].[Na+].Br[CH2:17][C:18]([NH2:20])=[O:19].O, predict the reaction product. (3) The product is: [C:14]([C:2]1[CH:7]=[CH:6][C:5]([CH2:8][C:9]([O:11][CH2:12][CH3:13])=[O:10])=[CH:4][CH:3]=1)#[N:15]. Given the reactants Br[C:2]1[CH:7]=[CH:6][C:5]([CH2:8][C:9]([O:11][CH2:12][CH3:13])=[O:10])=[CH:4][CH:3]=1.[C:14]([Cu])#[N:15], predict the reaction product. (4) Given the reactants [CH2:1]([C:8]1[C:13]([O:14][CH3:15])=[CH:12][C:11](Br)=[CH:10][C:9]=1[O:17][CH3:18])[C:2]1[CH:7]=[CH:6][CH:5]=[CH:4][CH:3]=1.[B:19]1([B:19]2[O:23][C:22]([CH3:25])([CH3:24])[C:21]([CH3:27])([CH3:26])[O:20]2)[O:23][C:22]([CH3:25])([CH3:24])[C:21]([CH3:27])([CH3:26])[O:20]1, predict the reaction product. The product is: [CH2:1]([C:8]1[C:13]([O:14][CH3:15])=[CH:12][C:11]([B:19]2[O:23][C:22]([CH3:25])([CH3:24])[C:21]([CH3:27])([CH3:26])[O:20]2)=[CH:10][C:9]=1[O:17][CH3:18])[C:2]1[CH:7]=[CH:6][CH:5]=[CH:4][CH:3]=1. (5) Given the reactants [C:1]1([CH2:7][O:8][C:9]([NH:11][CH2:12][C:13]([NH:15][C:16]2[CH:21]=[CH:20][CH:19]=[CH:18][C:17]=2[NH:22][CH:23]2[CH2:28][CH2:27][N:26]([C:29]([O:31][C:32]([CH3:35])([CH3:34])[CH3:33])=[O:30])[CH2:25][CH2:24]2)=O)=[O:10])[CH:6]=[CH:5][CH:4]=[CH:3][CH:2]=1, predict the reaction product. The product is: [C:1]1([CH2:7][O:8][C:9]([NH:11][CH2:12][C:13]2[N:22]([CH:23]3[CH2:28][CH2:27][N:26]([C:29]([O:31][C:32]([CH3:34])([CH3:35])[CH3:33])=[O:30])[CH2:25][CH2:24]3)[C:17]3[CH:18]=[CH:19][CH:20]=[CH:21][C:16]=3[N:15]=2)=[O:10])[CH:2]=[CH:3][CH:4]=[CH:5][CH:6]=1. (6) Given the reactants [Na].[C:2]([O:9][CH2:10][CH3:11])(=[O:8])[C:3]([O:5]CC)=O.[C:12]1(=[O:18])[CH2:17][CH2:16][CH2:15][CH2:14][CH2:13]1, predict the reaction product. The product is: [CH2:10]([O:9][C:2](=[O:8])[C:3](=[O:5])[CH:13]1[CH2:14][CH2:15][CH2:16][CH2:17][C:12]1=[O:18])[CH3:11]. (7) Given the reactants [F:1][C:2]1[CH:3]=[C:4]([CH:7]=[C:8]([F:11])[C:9]=1[F:10])[CH2:5]I.[CH2:12]([O:14][P:15]([O:19]CC)[O:16][CH2:17][CH3:18])[CH3:13], predict the reaction product. The product is: [F:1][C:2]1[CH:3]=[C:4]([CH:7]=[C:8]([F:11])[C:9]=1[F:10])[CH2:5][P:15](=[O:19])([O:16][CH2:17][CH3:18])[O:14][CH2:12][CH3:13].